Dataset: Full USPTO retrosynthesis dataset with 1.9M reactions from patents (1976-2016). Task: Predict the reactants needed to synthesize the given product. (1) Given the product [OH:8][NH:9][C:10]([C:12]1[CH:13]=[N:14][C:15]([N:18]2[CH2:23][CH:22]3[CH:20]([CH:21]3[CH2:24][NH:25][CH2:26][C:27]3[CH:36]=[CH:35][C:34]4[C:29](=[CH:30][CH:31]=[CH:32][CH:33]=4)[CH:28]=3)[CH2:19]2)=[N:16][CH:17]=1)=[O:11], predict the reactants needed to synthesize it. The reactants are: C(OC([O:8][NH:9][C:10]([C:12]1[CH:13]=[N:14][C:15]([N:18]2[CH2:23][CH:22]3[CH:20]([CH:21]3[CH2:24][NH:25][CH2:26][C:27]3[CH:36]=[CH:35][C:34]4[C:29](=[CH:30][CH:31]=[CH:32][CH:33]=4)[CH:28]=3)[CH2:19]2)=[N:16][CH:17]=1)=[O:11])C)C(C)C.Cl.O1CCOCC1. (2) The reactants are: [Br:1][C:2]1[CH:3]=[C:4]2[C@:15]3([CH2:19][O:18][C:17]([NH2:20])=[N:16]3)[C:14]3[C:9](=[CH:10][CH:11]=[C:12](I)[CH:13]=3)[O:8][C:5]2=[N:6][CH:7]=1.[N:22]1[CH:27]=[C:26](B(O)O)[CH:25]=[N:24][CH:23]=1.C1COCC1.C(=O)([O-])[O-].[K+].[K+]. Given the product [Br:1][C:2]1[CH:3]=[C:4]2[C@:15]3([CH2:19][O:18][C:17]([NH2:20])=[N:16]3)[C:14]3[C:9](=[CH:10][CH:11]=[C:12]([C:26]4[CH:27]=[N:22][CH:23]=[N:24][CH:25]=4)[CH:13]=3)[O:8][C:5]2=[N:6][CH:7]=1, predict the reactants needed to synthesize it. (3) Given the product [OH:22][CH2:23][CH2:24][N:25]([CH2:26][CH2:27][OH:28])[C:2]1[CH:3]=[C:4]2[C:9](=[CH:10][C:11]=1[N+:12]([O-:14])=[O:13])[NH:8][C:7](=[O:15])[N:6]([NH:16][S:17]([CH3:20])(=[O:19])=[O:18])[C:5]2=[O:21], predict the reactants needed to synthesize it. The reactants are: F[C:2]1[CH:3]=[C:4]2[C:9](=[CH:10][C:11]=1[N+:12]([O-:14])=[O:13])[NH:8][C:7](=[O:15])[N:6]([NH:16][S:17]([CH3:20])(=[O:19])=[O:18])[C:5]2=[O:21].[OH:22][CH2:23][CH2:24][NH:25][CH2:26][CH2:27][OH:28]. (4) Given the product [Cl:4][C:5]1[C:10]([C:11]2[CH:16]=[CH:15][CH:14]=[CH:13][CH:12]=2)=[CH:9][C:8]([CH2:17][NH2:18])=[CH:7][CH:6]=1, predict the reactants needed to synthesize it. The reactants are: O.NN.[Cl:4][C:5]1[C:10]([C:11]2[CH:16]=[CH:15][CH:14]=[CH:13][CH:12]=2)=[CH:9][C:8]([CH2:17][N:18]2C(=O)C3C(=CC=CC=3)C2=O)=[CH:7][CH:6]=1.